Dataset: Catalyst prediction with 721,799 reactions and 888 catalyst types from USPTO. Task: Predict which catalyst facilitates the given reaction. (1) Reactant: [C:1]([C:5]1[CH:10]=[CH:9][CH:8]=[CH:7][C:6]=1[N:11]1[CH2:16][CH2:15][N:14]([C:17](OCC(Cl)(Cl)Cl)=[O:18])[CH2:13][CH2:12]1)([CH3:4])([CH3:3])[CH3:2].[NH:25]1[CH2:30][CH2:29][CH:28]([OH:31])[CH2:27][CH2:26]1.C(N(C(C)C)C(C)C)C.C([O-])(O)=O.[Na+]. Product: [C:1]([C:5]1[CH:10]=[CH:9][CH:8]=[CH:7][C:6]=1[N:11]1[CH2:16][CH2:15][N:14]([C:17]([N:25]2[CH2:30][CH2:29][CH:28]([OH:31])[CH2:27][CH2:26]2)=[O:18])[CH2:13][CH2:12]1)([CH3:4])([CH3:2])[CH3:3]. The catalyst class is: 16. (2) Reactant: [C:1]([O:5][C:6]([N:8]([C:20]([O:22][C:23]([CH3:26])([CH3:25])[CH3:24])=[O:21])[C@:9]1([C:15]([O:17][CH2:18][CH3:19])=[O:16])[CH2:11][C@H:10]1[CH2:12][CH2:13][OH:14])=[O:7])([CH3:4])([CH3:3])[CH3:2].CC(OI1(OC(C)=O)(OC(C)=O)OC(=O)C2C=CC=CC1=2)=O. Product: [C:1]([O:5][C:6]([N:8]([C:20]([O:22][C:23]([CH3:24])([CH3:26])[CH3:25])=[O:21])[C@:9]1([C:15]([O:17][CH2:18][CH3:19])=[O:16])[CH2:11][C@H:10]1[CH2:12][CH:13]=[O:14])=[O:7])([CH3:4])([CH3:2])[CH3:3]. The catalyst class is: 4. (3) Reactant: Cl.[F:2][C:3]1[CH:4]=[CH:5][C:6]2[C:10]([CH:11]3[CH2:16][CH2:15][NH:14][CH2:13][CH2:12]3)=[CH:9][S:8][C:7]=2[CH:17]=1.Cl[C:19]1[N:20]([CH3:32])[C:21](=[O:31])[CH:22]=[C:23]([C:25]2[CH:30]=[CH:29][N:28]=[CH:27][N:26]=2)[N:24]=1.C(N(CC)CC)C. Product: [F:2][C:3]1[CH:4]=[CH:5][C:6]2[C:10]([CH:11]3[CH2:12][CH2:13][N:14]([C:19]4[N:20]([CH3:32])[C:21](=[O:31])[CH:22]=[C:23]([C:25]5[CH:30]=[CH:29][N:28]=[CH:27][N:26]=5)[N:24]=4)[CH2:15][CH2:16]3)=[CH:9][S:8][C:7]=2[CH:17]=1. The catalyst class is: 7. (4) Reactant: [OH:1][C@@H:2]1[C@@H:10]([C@@H:11]([O:16][CH3:17])[C:12]([F:15])([F:14])[F:13])[O:9][C@H:8]2[C@H:4]([N:5]=[C:6]([N:18]([CH2:26][CH3:27])C(=O)OC(C)(C)C)[S:7]2)[C@H:3]1[OH:28].FC(F)(F)C(O)=O.CO.N. Product: [CH2:26]([NH:18][C:6]1[S:7][C@H:8]2[O:9][C@H:10]([C@@H:11]([O:16][CH3:17])[C:12]([F:14])([F:13])[F:15])[C@@H:2]([OH:1])[C@H:3]([OH:28])[C@H:4]2[N:5]=1)[CH3:27]. The catalyst class is: 46. (5) Reactant: [NH2:1][C:2]1[C:15]2[CH2:14][C:13]3[C:8](=[CH:9][CH:10]=[CH:11][CH:12]=3)[S:7][C:6]=2[C:5]([OH:16])=[CH:4][CH:3]=1.[C:17](O[C:17]([O:19][C:20]([CH3:23])([CH3:22])[CH3:21])=[O:18])([O:19][C:20]([CH3:23])([CH3:22])[CH3:21])=[O:18].CO.[OH-].[Na+]. Product: [C:20]([O:19][C:17](=[O:18])[NH:1][C:2]1[C:15]2[CH2:14][C:13]3[C:8](=[CH:9][CH:10]=[CH:11][CH:12]=3)[S:7][C:6]=2[C:5]([OH:16])=[CH:4][CH:3]=1)([CH3:23])([CH3:22])[CH3:21]. The catalyst class is: 387.